Task: Predict the reactants needed to synthesize the given product.. Dataset: Full USPTO retrosynthesis dataset with 1.9M reactions from patents (1976-2016) Given the product [Br:1][C:2]1[CH:11]=[CH:10][C:5]2[NH:6][C:7]([NH:12][C:13]3[CH:14]=[CH:15][CH:16]=[C:17]4[C:22]=3[CH2:21][CH:20]([OH:23])[CH2:19][CH2:18]4)=[N:8][C:4]=2[CH:3]=1, predict the reactants needed to synthesize it. The reactants are: [Br:1][C:2]1[CH:11]=[CH:10][C:5]2[NH:6][C:7](Cl)=[N:8][C:4]=2[CH:3]=1.[NH2:12][C:13]1[CH:14]=[CH:15][CH:16]=[C:17]2[C:22]=1[CH2:21][CH:20]([OH:23])[CH2:19][CH2:18]2.